The task is: Regression. Given two drug SMILES strings and cell line genomic features, predict the synergy score measuring deviation from expected non-interaction effect.. This data is from NCI-60 drug combinations with 297,098 pairs across 59 cell lines. (1) Drug 1: C1=NC2=C(N=C(N=C2N1C3C(C(C(O3)CO)O)O)F)N. Drug 2: C(CCl)NC(=O)N(CCCl)N=O. Cell line: SN12C. Synergy scores: CSS=23.2, Synergy_ZIP=-4.91, Synergy_Bliss=5.55, Synergy_Loewe=-8.68, Synergy_HSA=1.36. (2) Drug 1: CC1=CC=C(C=C1)C2=CC(=NN2C3=CC=C(C=C3)S(=O)(=O)N)C(F)(F)F. Drug 2: C1C(C(OC1N2C=NC(=NC2=O)N)CO)O. Cell line: M14. Synergy scores: CSS=-2.54, Synergy_ZIP=-1.07, Synergy_Bliss=-3.88, Synergy_Loewe=-7.36, Synergy_HSA=-4.59. (3) Drug 1: CC1=C(C(=CC=C1)Cl)NC(=O)C2=CN=C(S2)NC3=CC(=NC(=N3)C)N4CCN(CC4)CCO. Drug 2: CCCCC(=O)OCC(=O)C1(CC(C2=C(C1)C(=C3C(=C2O)C(=O)C4=C(C3=O)C=CC=C4OC)O)OC5CC(C(C(O5)C)O)NC(=O)C(F)(F)F)O. Cell line: EKVX. Synergy scores: CSS=25.4, Synergy_ZIP=-1.52, Synergy_Bliss=6.54, Synergy_Loewe=2.46, Synergy_HSA=4.19. (4) Drug 1: C1C(C(OC1N2C=NC3=C2NC=NCC3O)CO)O. Drug 2: CC12CCC3C(C1CCC2OP(=O)(O)O)CCC4=C3C=CC(=C4)OC(=O)N(CCCl)CCCl.[Na+]. Cell line: KM12. Synergy scores: CSS=-11.1, Synergy_ZIP=3.58, Synergy_Bliss=-0.634, Synergy_Loewe=-18.2, Synergy_HSA=-17.6. (5) Drug 1: CC1C(C(CC(O1)OC2CC(CC3=C2C(=C4C(=C3O)C(=O)C5=C(C4=O)C(=CC=C5)OC)O)(C(=O)C)O)N)O.Cl. Drug 2: C(CCl)NC(=O)N(CCCl)N=O. Cell line: SF-295. Synergy scores: CSS=23.7, Synergy_ZIP=-1.28, Synergy_Bliss=2.15, Synergy_Loewe=-14.7, Synergy_HSA=3.41. (6) Drug 1: C1CN1C2=NC(=NC(=N2)N3CC3)N4CC4. Drug 2: C1=CC=C(C(=C1)C(C2=CC=C(C=C2)Cl)C(Cl)Cl)Cl. Cell line: HCT116. Synergy scores: CSS=33.6, Synergy_ZIP=0.717, Synergy_Bliss=0.641, Synergy_Loewe=-25.1, Synergy_HSA=-2.50. (7) Drug 1: CC1=C(C=C(C=C1)NC(=O)C2=CC=C(C=C2)CN3CCN(CC3)C)NC4=NC=CC(=N4)C5=CN=CC=C5. Drug 2: C1=NNC2=C1C(=O)NC=N2. Cell line: HOP-62. Synergy scores: CSS=13.9, Synergy_ZIP=-3.85, Synergy_Bliss=-1.07, Synergy_Loewe=-2.92, Synergy_HSA=-2.81. (8) Drug 1: CC=C1C(=O)NC(C(=O)OC2CC(=O)NC(C(=O)NC(CSSCCC=C2)C(=O)N1)C(C)C)C(C)C. Drug 2: CC(C)NC(=O)C1=CC=C(C=C1)CNNC.Cl. Cell line: SK-MEL-28. Synergy scores: CSS=45.7, Synergy_ZIP=2.98, Synergy_Bliss=-0.485, Synergy_Loewe=-25.5, Synergy_HSA=-2.06. (9) Drug 1: C1=CC=C(C=C1)NC(=O)CCCCCCC(=O)NO. Drug 2: CS(=O)(=O)CCNCC1=CC=C(O1)C2=CC3=C(C=C2)N=CN=C3NC4=CC(=C(C=C4)OCC5=CC(=CC=C5)F)Cl. Cell line: UACC-257. Synergy scores: CSS=6.20, Synergy_ZIP=-7.07, Synergy_Bliss=-2.80, Synergy_Loewe=-15.4, Synergy_HSA=-1.40.